Regression. Given two drug SMILES strings and cell line genomic features, predict the synergy score measuring deviation from expected non-interaction effect. From a dataset of NCI-60 drug combinations with 297,098 pairs across 59 cell lines. (1) Drug 1: C1=NC2=C(N=C(N=C2N1C3C(C(C(O3)CO)O)F)Cl)N. Drug 2: C1CN(P(=O)(OC1)NCCCl)CCCl. Cell line: NCI-H522. Synergy scores: CSS=8.62, Synergy_ZIP=-2.32, Synergy_Bliss=2.43, Synergy_Loewe=-0.115, Synergy_HSA=-0.0683. (2) Cell line: HCC-2998. Drug 1: CN(C)N=NC1=C(NC=N1)C(=O)N. Synergy scores: CSS=18.8, Synergy_ZIP=-9.94, Synergy_Bliss=-19.5, Synergy_Loewe=-21.0, Synergy_HSA=-19.3. Drug 2: C1=C(C(=O)NC(=O)N1)F.